From a dataset of Full USPTO retrosynthesis dataset with 1.9M reactions from patents (1976-2016). Predict the reactants needed to synthesize the given product. (1) Given the product [CH2:1]([O:8][C@H:9]([C@H:14]([O:15][CH2:16][C:17]1[CH:18]=[CH:19][CH:20]=[CH:21][CH:22]=1)[CH2:23][CH2:24][CH2:25][CH2:26][CH2:27][CH2:28][CH2:29][CH2:30][CH2:31][CH2:32][CH2:33][CH2:34][CH2:35][CH3:36])[C@@H:10]([NH:13][C:37](=[O:45])[CH2:38][CH2:39][CH2:40][CH2:41][CH2:42][CH2:43][CH3:44])[CH2:11][OH:12])[C:2]1[CH:3]=[CH:4][CH:5]=[CH:6][CH:7]=1, predict the reactants needed to synthesize it. The reactants are: [CH2:1]([O:8][C@H:9]([C@@H:14]([CH2:23][CH2:24][CH2:25][CH2:26][CH2:27][CH2:28][CH2:29][CH2:30][CH2:31][CH2:32][CH2:33][CH2:34][CH2:35][CH3:36])[O:15][CH2:16][C:17]1[CH:22]=[CH:21][CH:20]=[CH:19][CH:18]=1)[C@@H:10]([NH2:13])[CH2:11][OH:12])[C:2]1[CH:7]=[CH:6][CH:5]=[CH:4][CH:3]=1.[C:37](O)(=[O:45])[CH2:38][CH2:39][CH2:40][CH2:41][CH2:42][CH2:43][CH3:44].Cl.CN(C)CCCN=C=NCC.[NH4+].[Cl-]. (2) Given the product [NH2:15][CH2:14][C:13]([C:9]1([C:4]2[CH:5]=[CH:6][C:7]([Cl:8])=[C:2]([Cl:1])[CH:3]=2)[CH2:12][CH2:11][CH2:10]1)=[O:26], predict the reactants needed to synthesize it. The reactants are: [Cl:1][C:2]1[CH:3]=[C:4]([C:9]2([C:13](=[O:26])[CH2:14][N:15]3C(=O)C4C(=CC=CC=4)C3=O)[CH2:12][CH2:11][CH2:10]2)[CH:5]=[CH:6][C:7]=1[Cl:8].NN.O. (3) Given the product [Br:24][C:12]1[C:11]2[C:15](=[C:7]([CH:5]([O:4][CH2:49][C:36]3([C:33]4[CH:34]=[CH:35][C:30]([F:29])=[CH:31][CH:32]=4)[CH2:37][CH2:38][N:39]([C:42]([O:44][C:45]([CH3:46])([CH3:47])[CH3:48])=[O:43])[CH2:40][CH2:41]3)[CH3:6])[CH:8]=[C:9]([Cl:25])[CH:10]=2)[N:14]([CH2:16][O:17][CH2:18][CH2:19][Si:20]([CH3:22])([CH3:23])[CH3:21])[N:13]=1, predict the reactants needed to synthesize it. The reactants are: ClC(Cl)(Cl)C(=N)[O:4][CH:5]([C:7]1[CH:8]=[C:9]([Cl:25])[CH:10]=[C:11]2[C:15]=1[N:14]([CH2:16][O:17][CH2:18][CH2:19][Si:20]([CH3:23])([CH3:22])[CH3:21])[N:13]=[C:12]2[Br:24])[CH3:6].[F:29][C:30]1[CH:35]=[CH:34][C:33]([C:36]2([CH2:49]O)[CH2:41][CH2:40][N:39]([C:42]([O:44][C:45]([CH3:48])([CH3:47])[CH3:46])=[O:43])[CH2:38][CH2:37]2)=[CH:32][CH:31]=1. (4) The reactants are: [Cl:1][C:2]1[CH:18]=[C:17]([F:19])[C:16]([F:20])=[CH:15][C:3]=1[C:4]([NH:6][C:7]1[NH:11][N:10]=[C:9]([C:12]([OH:14])=O)[CH:8]=1)=[O:5].[CH3:21][NH:22][CH2:23][C:24]1[CH:29]=[CH:28][CH:27]=[CH:26][CH:25]=1.O.ON1C2C=CC=CC=2N=N1.CCN=C=NCCCN(C)C.Cl.C(=O)([O-])[O-].[Na+].[Na+]. Given the product [CH2:23]([N:22]([CH3:21])[C:12]([C:9]1[CH:8]=[C:7]([NH:6][C:4](=[O:5])[C:3]2[CH:15]=[C:16]([F:20])[C:17]([F:19])=[CH:18][C:2]=2[Cl:1])[NH:11][N:10]=1)=[O:14])[C:24]1[CH:29]=[CH:28][CH:27]=[CH:26][CH:25]=1, predict the reactants needed to synthesize it. (5) Given the product [CH3:36][NH:37][C:26]([C:9]1[C:8]2[CH:29]=[C:4]([CH:1]3[CH2:3][CH2:2]3)[C:5]([NH:30][S:31]([CH3:34])(=[O:33])=[O:32])=[CH:6][C:7]=2[O:11][C:10]=1[C:12]1[CH:13]=[CH:14][C:15]([O:18][C:19]2[CH:24]=[CH:23][C:22]([F:25])=[CH:21][CH:20]=2)=[CH:16][CH:17]=1)=[O:28], predict the reactants needed to synthesize it. The reactants are: [CH:1]1([C:4]2[C:5]([NH:30][S:31]([CH3:34])(=[O:33])=[O:32])=[CH:6][C:7]3[O:11][C:10]([C:12]4[CH:17]=[CH:16][C:15]([O:18][C:19]5[CH:24]=[CH:23][C:22]([F:25])=[CH:21][CH:20]=5)=[CH:14][CH:13]=4)=[C:9]([C:26]([OH:28])=O)[C:8]=3[CH:29]=2)[CH2:3][CH2:2]1.C1N=C[N:37](C(N2C=NC=C2)=O)[CH:36]=1.Cl.CN.CCN(C(C)C)C(C)C. (6) Given the product [CH3:16][C:17]1[CH:22]=[CH:21][C:20]([NH:23][C:24]([NH:12][C:11]2[N:7]([C:1]3[CH:2]=[CH:3][CH:4]=[CH:5][CH:6]=3)[N:8]=[C:9]3[CH2:15][S:14][CH2:13][C:10]=23)=[O:25])=[CH:19][CH:18]=1, predict the reactants needed to synthesize it. The reactants are: [C:1]1([N:7]2[C:11]([NH2:12])=[C:10]3[CH2:13][S:14][CH2:15][C:9]3=[N:8]2)[CH:6]=[CH:5][CH:4]=[CH:3][CH:2]=1.[CH3:16][C:17]1[CH:22]=[CH:21][C:20]([N:23]=[C:24]=[O:25])=[CH:19][CH:18]=1. (7) Given the product [Cl:1][C:2]1[CH:7]=[CH:6][C:5]([S:8]([N:11]2[CH:16]3[CH2:17][CH2:18][CH2:19][CH:12]2[C:13]2[CH:21]=[N:23][C:24]4[N:25]([C:14]=2[CH2:15]3)[N:26]=[C:27]([C:29]2[CH:34]=[CH:33][CH:32]=[CH:31][CH:30]=2)[CH:28]=4)(=[O:10])=[O:9])=[CH:4][CH:3]=1, predict the reactants needed to synthesize it. The reactants are: [Cl:1][C:2]1[CH:7]=[CH:6][C:5]([S:8]([N:11]2[CH:16]3[CH2:17][CH2:18][CH2:19][CH:12]2[C:13](=[CH:21]O)[C:14](=O)[CH2:15]3)(=[O:10])=[O:9])=[CH:4][CH:3]=1.[NH2:23][C:24]1[CH:28]=[C:27]([C:29]2[CH:34]=[CH:33][CH:32]=[CH:31][CH:30]=2)[NH:26][N:25]=1. (8) Given the product [Br:1][C:2]1[C:7](=[O:8])[N:6]2[CH2:9][CH2:10][CH2:11][N:12]([CH2:29][CH:27]([OH:28])[CH2:19][CH2:20][C:21]3[CH:26]=[CH:25][CH:24]=[CH:23][CH:22]=3)[C:5]2=[N:4][C:3]=1[C:13]1[CH:14]=[CH:15][N:16]=[CH:17][CH:18]=1, predict the reactants needed to synthesize it. The reactants are: [Br:1][C:2]1[C:7](=[O:8])[N:6]2[CH2:9][CH2:10][CH2:11][NH:12][C:5]2=[N:4][C:3]=1[C:13]1[CH:18]=[CH:17][N:16]=[CH:15][CH:14]=1.[CH2:19]([CH:27]1[CH2:29][O:28]1)[CH2:20][C:21]1[CH:26]=[CH:25][CH:24]=[CH:23][CH:22]=1.[Li+].C[Si]([N-][Si](C)(C)C)(C)C.[NH4+].[Cl-]. (9) Given the product [Cl:1][C:2]1[CH:3]=[C:4]([CH:10]=[O:11])[N:5]([CH2:13][C:14]2[CH:15]=[CH:16][C:17]([C:20]3[CH:25]=[CH:24][CH:23]=[CH:22][C:21]=3[C:26]3[N:30]([C:31]([C:44]4[CH:49]=[CH:48][CH:47]=[CH:46][CH:45]=4)([C:38]4[CH:39]=[CH:40][CH:41]=[CH:42][CH:43]=4)[C:32]4[CH:37]=[CH:36][CH:35]=[CH:34][CH:33]=4)[N:29]=[N:28][N:27]=3)=[CH:18][CH:19]=2)[C:6]=1[CH2:7][CH2:8][CH3:9], predict the reactants needed to synthesize it. The reactants are: [Cl:1][C:2]1[CH:3]=[C:4]([CH:10]=[O:11])[NH:5][C:6]=1[CH2:7][CH2:8][CH3:9].Br[CH2:13][C:14]1[CH:19]=[CH:18][C:17]([C:20]2[CH:25]=[CH:24][CH:23]=[CH:22][C:21]=2[C:26]2[N:30]([C:31]([C:44]3[CH:49]=[CH:48][CH:47]=[CH:46][CH:45]=3)([C:38]3[CH:43]=[CH:42][CH:41]=[CH:40][CH:39]=3)[C:32]3[CH:37]=[CH:36][CH:35]=[CH:34][CH:33]=3)[N:29]=[N:28][N:27]=2)=[CH:16][CH:15]=1. (10) Given the product [F:48][C:47]([F:50])([F:49])[C:45]([OH:51])=[O:46].[NH2:8][CH2:9][C:10]1[CH:11]=[C:12]([C:16]2[CH:21]=[C:20]([CH2:22][CH:23]=[O:24])[CH:19]=[C:18]([O:25][C:26]3[N:31]=[C:30]([O:32][C@H:33]([CH2:41][CH3:42])[C:34]([OH:36])=[O:35])[C:29]([F:43])=[CH:28][C:27]=3[F:44])[CH:17]=2)[CH:13]=[CH:14][CH:15]=1, predict the reactants needed to synthesize it. The reactants are: C(OC([NH:8][CH2:9][C:10]1[CH:11]=[C:12]([C:16]2[CH:21]=[C:20]([CH2:22][CH:23]=[O:24])[CH:19]=[C:18]([O:25][C:26]3[N:31]=[C:30]([O:32][C@H:33]([CH2:41][CH3:42])[C:34]([O:36]C(C)(C)C)=[O:35])[C:29]([F:43])=[CH:28][C:27]=3[F:44])[CH:17]=2)[CH:13]=[CH:14][CH:15]=1)=O)(C)(C)C.[C:45]([OH:51])([C:47]([F:50])([F:49])[F:48])=[O:46].